This data is from Forward reaction prediction with 1.9M reactions from USPTO patents (1976-2016). The task is: Predict the product of the given reaction. (1) Given the reactants [C:1]1([S:7]([CH2:10][C:11]2[C:16]([C:17]([O:19][CH2:20]C)=[O:18])=[C:15]([OH:22])[C:14]([C:23]3[CH:27]=[CH:26][O:25][CH:24]=3)=[CH:13][CH:12]=2)(=O)=O)[CH:6]=[CH:5][CH:4]=[CH:3][CH:2]=1.Br[C:29]1C(OC)=C(C(CSC2C=CC=CC=2)=CC=1)C(OC)=O, predict the reaction product. The product is: [O:25]1[CH:26]=[CH:27][C:23]([C:14]2[C:15]([O:22][CH3:29])=[C:16]([C:11]([CH2:10][S:7][C:1]3[CH:2]=[CH:3][CH:4]=[CH:5][CH:6]=3)=[CH:12][CH:13]=2)[C:17]([O:19][CH3:20])=[O:18])=[CH:24]1. (2) Given the reactants [OH:1][C:2]1[CH:7]=[CH:6][C:5]([C:8]2[C:9]([C:14]([OH:16])=[O:15])=[CH:10][CH:11]=[CH:12][CH:13]=2)=[CH:4][CH:3]=1.C(N(CC)CC)C.[CH3:24][S:25](Cl)(=[O:27])=[O:26].[OH2:29], predict the reaction product. The product is: [CH3:24][S:25]([OH:27])(=[O:29])=[O:26].[CH3:24][S:25]([O:1][C:2]1[CH:3]=[CH:4][C:5]([C:8]2[C:9]([C:14]([OH:16])=[O:15])=[CH:10][CH:11]=[CH:12][CH:13]=2)=[CH:6][CH:7]=1)(=[O:27])=[O:26]. (3) Given the reactants Cl[C:2]1[N:11]=[CH:10][C:9]2[N:8]([CH3:12])[C:7](=[O:13])[C@H:6]([CH2:14][CH3:15])[N:5]([CH:16]3[CH2:20][CH2:19][CH2:18][CH2:17]3)[C:4]=2[N:3]=1.[NH2:21][C:22]1[CH:23]=[CH:24][C:25]([C:31]([O:33]C)=[O:32])=[C:26]2[C:30]=1[O:29][CH2:28][CH2:27]2.Cl, predict the reaction product. The product is: [CH:16]1([N:5]2[C:4]3[N:3]=[C:2]([NH:21][C:22]4[CH:23]=[CH:24][C:25]([C:31]([OH:33])=[O:32])=[C:26]5[C:30]=4[O:29][CH2:28][CH2:27]5)[N:11]=[CH:10][C:9]=3[N:8]([CH3:12])[C:7](=[O:13])[C@@H:6]2[CH2:14][CH3:15])[CH2:20][CH2:19][CH2:18][CH2:17]1. (4) Given the reactants [Br:1]N1C(=O)CCC1=O.[NH2:9][C:10]([NH:12][C:13]1[NH:14][C:15]2[C:20]([C:21]=1[C:22]([NH2:24])=[O:23])=[CH:19][CH:18]=[C:17]([O:25][CH3:26])[CH:16]=2)=[O:11], predict the reaction product. The product is: [NH2:9][C:10]([NH:12][C:13]1[NH:14][C:15]2[C:20]([C:21]=1[C:22]([NH2:24])=[O:23])=[CH:19][C:18]([Br:1])=[C:17]([O:25][CH3:26])[CH:16]=2)=[O:11]. (5) Given the reactants [NH2:1][C@@H:2]([CH3:7])[C:3]([O:5][CH3:6])=[O:4].Cl[C:9]1[N:14]=[C:13]([N:15]2[C@@H:19]([CH:20]([CH3:22])[CH3:21])[CH2:18][O:17][C:16]2=[O:23])[CH:12]=[CH:11][N:10]=1.CCN(C(C)C)C(C)C, predict the reaction product. The product is: [CH:20]([C@H:19]1[CH2:18][O:17][C:16](=[O:23])[N:15]1[C:13]1[CH:12]=[CH:11][N:10]=[C:9]([NH:1][C@@H:2]([CH3:7])[C:3]([O:5][CH3:6])=[O:4])[N:14]=1)([CH3:22])[CH3:21]. (6) Given the reactants [CH3:1][CH:2]([CH3:5])[CH2:3][OH:4].[H-].[Na+].F[C:9]1[N:14]=[C:13]([O:15][CH3:16])[C:12]([C:17]2[C:26]3[C:21](=[CH:22][C:23]([S:27]([NH:30][C:31]4[CH:36]=[CH:35][N:34]=[CH:33][N:32]=4)(=[O:29])=[O:28])=[CH:24][CH:25]=3)[CH:20]=[CH:19][N:18]=2)=[CH:11][CH:10]=1, predict the reaction product. The product is: [CH2:3]([O:4][C:9]1[N:14]=[C:13]([O:15][CH3:16])[C:12]([C:17]2[C:26]3[C:21](=[CH:22][C:23]([S:27]([NH:30][C:31]4[CH:36]=[CH:35][N:34]=[CH:33][N:32]=4)(=[O:29])=[O:28])=[CH:24][CH:25]=3)[CH:20]=[CH:19][N:18]=2)=[CH:11][CH:10]=1)[CH:2]([CH3:5])[CH3:1]. (7) Given the reactants [CH3:1][C@H:2]1[C@@H:6]([C:7]([O:9]C)=[O:8])[CH2:5][CH2:4][N:3]1[C@H:11]([C:13]1[CH:18]=[CH:17][CH:16]=[CH:15][CH:14]=1)[CH3:12].[OH-].[Li+:20], predict the reaction product. The product is: [CH3:1][C@H:2]1[C@@H:6]([C:7]([O-:9])=[O:8])[CH2:5][CH2:4][N:3]1[C@H:11]([C:13]1[CH:18]=[CH:17][CH:16]=[CH:15][CH:14]=1)[CH3:12].[Li+:20].